This data is from Peptide-MHC class II binding affinity with 134,281 pairs from IEDB. The task is: Regression. Given a peptide amino acid sequence and an MHC pseudo amino acid sequence, predict their binding affinity value. This is MHC class II binding data. (1) The peptide sequence is YDKFLANVSTQLTGK. The MHC is DRB1_1602 with pseudo-sequence DRB1_1602. The binding affinity (normalized) is 0.767. (2) The peptide sequence is TPEKEEPTAAPAEPE. The MHC is DRB1_1501 with pseudo-sequence DRB1_1501. The binding affinity (normalized) is 0.113. (3) The peptide sequence is EEVDMTPADALDDFD. The MHC is HLA-DQA10102-DQB10602 with pseudo-sequence HLA-DQA10102-DQB10602. The binding affinity (normalized) is 0.363. (4) The peptide sequence is LTKLAAAWGGSGSEA. The MHC is DRB1_0701 with pseudo-sequence DRB1_0701. The binding affinity (normalized) is 0.149.